Predict the product of the given reaction. From a dataset of Forward reaction prediction with 1.9M reactions from USPTO patents (1976-2016). (1) The product is: [Br:33][C:18]1[C:19]([NH:22][C@@H:23]2[C@@H:28]3[CH2:29][C@@H:25]([CH:26]=[CH:27]3)[C@@H:24]2[C:30]([NH2:32])=[O:31])=[C:20]2[N:21]=[C:7]([C:6]3[S:5][C:4]([N:9]4[CH2:13][CH2:12][CH2:11][CH2:10]4)=[N:3][C:2]=3[Cl:1])[NH:14][C:15]2=[N:16][CH:17]=1. Given the reactants [Cl:1][C:2]1[N:3]=[C:4]([N:9]2[CH2:13][CH2:12][CH2:11][CH2:10]2)[S:5][C:6]=1[CH:7]=O.[NH2:14][C:15]1[C:20]([NH2:21])=[C:19]([NH:22][C@@H:23]2[C@@H:28]3[CH2:29][C@@H:25]([CH:26]=[CH:27]3)[C@@H:24]2[C:30]([NH2:32])=[O:31])[C:18]([Br:33])=[CH:17][N:16]=1.C([O-])(=O)C.[NH4+], predict the reaction product. (2) The product is: [C:1]([O:5][C:6](=[O:21])[NH:7][C@H:8]([C:18]1[N:42]([C:43]2[CH:48]=[CH:47][CH:46]=[CH:45][N:44]=2)[C:37]2[CH:36]=[C:35]([F:34])[CH:40]=[CH:39][C:38]=2[N:19]=1)[CH2:9][O:10][CH2:11][C:12]1[CH:17]=[CH:16][CH:15]=[CH:14][CH:13]=1)([CH3:4])([CH3:3])[CH3:2]. Given the reactants [C:1]([O:5][C:6](=[O:21])[NH:7][C@H:8]([C:18](=O)[NH2:19])[CH2:9][O:10][CH2:11][C:12]1[CH:17]=[CH:16][CH:15]=[CH:14][CH:13]=1)([CH3:4])([CH3:3])[CH3:2].F[B-](F)(F)F.C([O+](CC)CC)C.[F:34][C:35]1[CH:36]=[C:37]([NH:42][C:43]2[CH:48]=[CH:47][CH:46]=[CH:45][N:44]=2)[C:38](N)=[CH:39][CH:40]=1, predict the reaction product. (3) Given the reactants [C:1]([C:3]1[C:4]([CH3:27])=[C:5]([C@@H:10]2[CH2:15][N:14]3[CH2:16][CH2:17][NH:18][CH2:19][C@H:13]3[CH2:12][N:11]2[C:20]([O:22][C:23]([CH3:26])([CH3:25])[CH3:24])=[O:21])[CH:6]=[CH:7][C:8]=1[F:9])#[N:2].[CH3:28][C:29]1[C:37]([C@@H:38]2[CH2:40][O:39]2)=[CH:36][CH:35]=[C:34]2[C:30]=1[CH2:31][O:32][C:33]2=[O:41], predict the reaction product. The product is: [C:1]([C:3]1[C:4]([CH3:27])=[C:5]([C@@H:10]2[CH2:15][N:14]3[CH2:16][CH2:17][N:18]([CH2:40][C@H:38]([OH:39])[C:37]4[C:29]([CH3:28])=[C:30]5[C:34](=[CH:35][CH:36]=4)[C:33](=[O:41])[O:32][CH2:31]5)[CH2:19][C@H:13]3[CH2:12][N:11]2[C:20]([O:22][C:23]([CH3:24])([CH3:26])[CH3:25])=[O:21])[CH:6]=[CH:7][C:8]=1[F:9])#[N:2].